From a dataset of Forward reaction prediction with 1.9M reactions from USPTO patents (1976-2016). Predict the product of the given reaction. (1) The product is: [CH:8]([OH:10])=[O:9].[Cl:2][C:3]1[CH:4]=[C:5]([N:13]([CH2:23][CH3:24])[C@H:14]2[CH2:15][CH2:16][C@H:17]([N:20]([CH3:22])[CH3:21])[CH2:18][CH2:19]2)[C:6]([CH3:12])=[C:7]([CH:11]=1)[C:8]([NH:61][CH2:62][C:63]1[C:64](=[O:69])[NH:65][NH:66][C:67]=1[CH3:68])=[O:10]. Given the reactants Cl.[Cl:2][C:3]1[CH:4]=[C:5]([N:13]([CH2:23][CH3:24])[C@H:14]2[CH2:19][CH2:18][C@H:17]([N:20]([CH3:22])[CH3:21])[CH2:16][CH2:15]2)[C:6]([CH3:12])=[C:7]([CH:11]=1)[C:8]([OH:10])=[O:9].CCN(C(C)C)C(C)C.CN(C(ON1N=NC2C=CC=NC1=2)=[N+](C)C)C.F[P-](F)(F)(F)(F)F.Cl.Cl.O.[NH2:61][CH2:62][C:63]1[C:64](=[O:69])[NH:65][NH:66][C:67]=1[CH3:68], predict the reaction product. (2) Given the reactants Br[C:2]1[CH:7]=[CH:6][C:5]([C:8]2[CH:13]=[C:12]([C:14]3[CH:19]=[CH:18][CH:17]=[CH:16][N:15]=3)[N:11]=[C:10]([C:20]3[CH:25]=[CH:24][CH:23]=[C:22]([N:26]4[C:34]5[CH:33]=[CH:32][CH:31]=[CH:30][C:29]=5[C:28]5[CH:35]=[N:36][CH:37]=[CH:38][C:27]4=5)[N:21]=3)[CH:9]=2)=[CH:4][CH:3]=1.[C:39]1(B(O)O)[CH:44]=[CH:43][CH:42]=[CH:41][CH:40]=1.C(=O)([O-])[O-].[K+].[K+].C1(C)C=CC=CC=1, predict the reaction product. The product is: [C:2]1([C:39]2[CH:44]=[CH:43][CH:42]=[CH:41][CH:40]=2)[CH:7]=[CH:6][C:5]([C:8]2[CH:13]=[C:12]([C:14]3[CH:19]=[CH:18][CH:17]=[CH:16][N:15]=3)[N:11]=[C:10]([C:20]3[CH:25]=[CH:24][CH:23]=[C:22]([N:26]4[C:34]5[CH:33]=[CH:32][CH:31]=[CH:30][C:29]=5[C:28]5[CH:35]=[N:36][CH:37]=[CH:38][C:27]4=5)[N:21]=3)[CH:9]=2)=[CH:4][CH:3]=1.